From a dataset of Reaction yield outcomes from USPTO patents with 853,638 reactions. Predict the reaction yield, written as a fraction of the theoretical maximum amount of product (1.0 means a 100% yield; for example, 0.34 means a 34% yield). (1) The reactants are [NH2:1][C:2]([CH3:29])([CH3:28])[CH2:3][NH:4][CH:5]([C:9]1[N:18]([CH2:19][C:20]2[CH:25]=[CH:24][CH:23]=[CH:22][CH:21]=2)[C:17](=[O:26])[C:16]2[C:11](=[CH:12][C:13]([Cl:27])=[CH:14][CH:15]=2)[N:10]=1)[CH:6]([CH3:8])[CH3:7].C(N(CC)CC)C.[F:37][C:38]1[CH:39]=[C:40]([CH:44]=[CH:45][C:46]=1[CH3:47])[C:41](Cl)=[O:42]. The catalyst is ClCCl. The product is [CH2:19]([N:18]1[C:17](=[O:26])[C:16]2[C:11](=[CH:12][C:13]([Cl:27])=[CH:14][CH:15]=2)[N:10]=[C:9]1[CH:5]([NH:4][CH2:3][C:2]([NH:1][C:41](=[O:42])[C:40]1[CH:44]=[CH:45][C:46]([CH3:47])=[C:38]([F:37])[CH:39]=1)([CH3:29])[CH3:28])[CH:6]([CH3:8])[CH3:7])[C:20]1[CH:21]=[CH:22][CH:23]=[CH:24][CH:25]=1. The yield is 0.680. (2) The reactants are [NH2:1][C:2]1[N:7]=[C:6]([C:8]([O:10][CH2:11][CH3:12])=[O:9])[CH:5]=[CH:4][CH:3]=1.[C:13](O[C:13]([O:15][C:16]([CH3:19])([CH3:18])[CH3:17])=[O:14])([O:15][C:16]([CH3:19])([CH3:18])[CH3:17])=[O:14]. The catalyst is CC(O)(C)C.CC(C)=O.CN(C1C=CN=CC=1)C. The product is [C:16]([O:15][C:13]([NH:1][C:2]1[N:7]=[C:6]([C:8]([O:10][CH2:11][CH3:12])=[O:9])[CH:5]=[CH:4][CH:3]=1)=[O:14])([CH3:19])([CH3:18])[CH3:17]. The yield is 0.910. (3) The reactants are Br[C:2]1[N:3]=[C:4]2[C:10]([CH:11]=[O:12])=[CH:9][N:8]([CH2:13][O:14][CH2:15][CH2:16][Si:17]([CH3:20])([CH3:19])[CH3:18])[C:5]2=[N:6][CH:7]=1.[CH2:21]([N:23]1[CH:27]=[C:26](B2OC(C)(C)C(C)(C)O2)[CH:25]=[N:24]1)[CH3:22].C([O-])([O-])=O.[K+].[K+]. The catalyst is O.C1C=CC([P]([Pd]([P](C2C=CC=CC=2)(C2C=CC=CC=2)C2C=CC=CC=2)([P](C2C=CC=CC=2)(C2C=CC=CC=2)C2C=CC=CC=2)[P](C2C=CC=CC=2)(C2C=CC=CC=2)C2C=CC=CC=2)(C2C=CC=CC=2)C2C=CC=CC=2)=CC=1. The product is [CH2:21]([N:23]1[CH:27]=[C:26]([C:2]2[N:3]=[C:4]3[C:10]([CH:11]=[O:12])=[CH:9][N:8]([CH2:13][O:14][CH2:15][CH2:16][Si:17]([CH3:20])([CH3:19])[CH3:18])[C:5]3=[N:6][CH:7]=2)[CH:25]=[N:24]1)[CH3:22]. The yield is 0.810. (4) The product is [CH2:33]([O:32][CH2:31][C@H:13]([NH:12][C:9](=[O:11])[CH2:8][N:4]1[CH2:5][CH2:6][CH2:7][CH:3]1[CH3:2])[C:14]([NH:16][C:17]1[CH:22]=[CH:21][C:20]([O:23][C:24]2[CH:29]=[CH:28][C:27]([F:30])=[CH:26][CH:25]=2)=[CH:19][CH:18]=1)=[O:15])[C:34]1[CH:39]=[CH:38][CH:37]=[CH:36][CH:35]=1. The yield is 0.470. The reactants are Cl.[CH3:2][CH:3]1[CH2:7][CH2:6][CH2:5][N:4]1[CH2:8][C:9]([OH:11])=O.[NH2:12][C@@H:13]([CH2:31][O:32][CH2:33][C:34]1[CH:39]=[CH:38][CH:37]=[CH:36][CH:35]=1)[C:14]([NH:16][C:17]1[CH:22]=[CH:21][C:20]([O:23][C:24]2[CH:29]=[CH:28][C:27]([F:30])=[CH:26][CH:25]=2)=[CH:19][CH:18]=1)=[O:15]. No catalyst specified. (5) The reactants are [CH3:1][O:2][C:3](=[O:15])[C:4]1[CH:9]=[C:8](I)[C:7]([CH:11]([F:13])[CH3:12])=[CH:6][C:5]=1[NH2:14].[CH3:16][N:17]1[C:21]([Sn](CCCC)(CCCC)CCCC)=[CH:20][CH:19]=[N:18]1. The catalyst is O1CCOCC1.Cl[Pd](Cl)([P](C1C=CC=CC=1)(C1C=CC=CC=1)C1C=CC=CC=1)[P](C1C=CC=CC=1)(C1C=CC=CC=1)C1C=CC=CC=1. The product is [CH3:1][O:2][C:3](=[O:15])[C:4]1[CH:9]=[C:8]([C:21]2[N:17]([CH3:16])[N:18]=[CH:19][CH:20]=2)[C:7]([CH:11]([F:13])[CH3:12])=[CH:6][C:5]=1[NH2:14]. The yield is 0.930.